Dataset: Full USPTO retrosynthesis dataset with 1.9M reactions from patents (1976-2016). Task: Predict the reactants needed to synthesize the given product. (1) The reactants are: [C:1]([C:4]1[C:22](=[O:23])[C@@:8]2([CH3:24])[C:9]3[C:15]([OH:16])=[CH:14][C:13]([O:17][CH3:18])=[C:12]([C:19]([NH2:21])=[O:20])[C:10]=3[O:11][C:7]2=[CH:6][C:5]=1[OH:25])(=[O:3])[CH3:2].[F:26][C:27]1[CH:34]=[CH:33][C:32]([N+:35]([O-:37])=[O:36])=[CH:31][C:28]=1[CH:29]=O.C([SiH](CC)CC)C.FC(F)(F)C(O)=O. Given the product [C:1]([C:4]1[C:22](=[O:23])[C@@:8]2([CH3:24])[C:9]3[C:15]([OH:16])=[CH:14][C:13]([O:17][CH3:18])=[C:12]([C:19]([NH:21][CH2:29][C:28]4[CH:31]=[C:32]([N+:35]([O-:37])=[O:36])[CH:33]=[CH:34][C:27]=4[F:26])=[O:20])[C:10]=3[O:11][C:7]2=[CH:6][C:5]=1[OH:25])(=[O:3])[CH3:2], predict the reactants needed to synthesize it. (2) Given the product [ClH:28].[F:1][C:2]1[CH:3]=[C:4]([CH:7]=[CH:8][C:9]=1[C:10]1[S:11][C:12]2[C:17]([N:18]=1)=[CH:16][CH:15]=[C:14]([C:19]1([C:22]3[CH:23]=[CH:24][CH:25]=[CH:26][CH:27]=3)[CH2:20][CH2:21]1)[N:13]=2)[CH2:5][NH:29][C@H:30]([CH3:35])[CH2:31][C:32]([OH:34])=[O:33], predict the reactants needed to synthesize it. The reactants are: [F:1][C:2]1[CH:3]=[C:4]([CH:7]=[CH:8][C:9]=1[C:10]1[S:11][C:12]2[C:17]([N:18]=1)=[CH:16][CH:15]=[C:14]([C:19]1([C:22]3[CH:27]=[CH:26][CH:25]=[CH:24][CH:23]=3)[CH2:21][CH2:20]1)[N:13]=2)[CH:5]=O.[ClH:28].[NH2:29][C@H:30]([CH3:35])[CH2:31][C:32]([OH:34])=[O:33]. (3) The reactants are: [CH3:1][C:2]1[CH:7]=[CH:6][C:5]([C:8]2[O:9][C:10]([CH3:13])=[N:11][N:12]=2)=[CH:4][C:3]=1[C:14]1[CH:19]=[CH:18][C:17]([C:20]([OH:22])=O)=[CH:16][CH:15]=1.C1C=CC2N(O)N=NC=2C=1.Cl.CN(C)CCCN=C=NCC.[CH3:45][O:46][C:47]1[CH:48]=[C:49]([CH:52]=[C:53]([O:55][CH3:56])[CH:54]=1)[CH2:50][NH2:51]. Given the product [CH3:56][O:55][C:53]1[CH:52]=[C:49]([CH:48]=[C:47]([O:46][CH3:45])[CH:54]=1)[CH2:50][NH:51][C:20]([C:17]1[CH:16]=[CH:15][C:14]([C:3]2[CH:4]=[C:5]([C:8]3[O:9][C:10]([CH3:13])=[N:11][N:12]=3)[CH:6]=[CH:7][C:2]=2[CH3:1])=[CH:19][CH:18]=1)=[O:22], predict the reactants needed to synthesize it.